Dataset: Reaction yield outcomes from USPTO patents with 853,638 reactions. Task: Predict the reaction yield, written as a fraction of the theoretical maximum amount of product (1.0 means a 100% yield; for example, 0.34 means a 34% yield). (1) The reactants are [ClH:1].CCOCC.C(O[C:12](=O)[N:13]([CH2:15][C:16]1[CH:24]=[CH:23][CH:22]=[C:21]2[C:17]=1[CH2:18][N:19]([CH:26]1[CH2:31][CH2:30][C:29](=[O:32])[NH:28][C:27]1=[O:33])[C:20]2=[O:25])C)(C)(C)C. The catalyst is C(Cl)Cl. The product is [ClH:1].[CH3:12][NH:13][CH2:15][C:16]1[CH:24]=[CH:23][CH:22]=[C:21]2[C:17]=1[CH2:18][N:19]([CH:26]1[CH2:31][CH2:30][C:29](=[O:32])[NH:28][C:27]1=[O:33])[C:20]2=[O:25]. The yield is 0.980. (2) The reactants are [CH3:1][C:2]1[CH:3]=[C:4]([CH:6]=[C:7](B2OC(C)(C)C(C)(C)O2)[CH:8]=1)[NH2:5].Br[C:19]1[S:23][C:22]([C:24]2([OH:34])[CH2:33][CH2:32][C:27]3([O:31][CH2:30][CH2:29][O:28]3)[CH2:26][CH2:25]2)=[N:21][CH:20]=1.CC(C1C=C(C(C)C)C(C2C=CC=CC=2P(C2CCCCC2)C2CCCCC2)=C(C(C)C)C=1)C.C(=O)([O-])[O-].[Cs+].[Cs+]. The catalyst is C1C=CC(/C=C/C(/C=C/C2C=CC=CC=2)=O)=CC=1.C1C=CC(/C=C/C(/C=C/C2C=CC=CC=2)=O)=CC=1.C1C=CC(/C=C/C(/C=C/C2C=CC=CC=2)=O)=CC=1.[Pd].[Pd]. The product is [NH2:5][C:4]1[CH:6]=[C:7]([C:19]2[S:23][C:22]([C:24]3([OH:34])[CH2:33][CH2:32][C:27]4([O:31][CH2:30][CH2:29][O:28]4)[CH2:26][CH2:25]3)=[N:21][CH:20]=2)[CH:8]=[C:2]([CH3:1])[CH:3]=1. The yield is 0.650. (3) The reactants are Cl[C:2]1[C:3]([CH:8]2[CH2:11][N:10]([C:12]([O:14][C:15]([CH3:18])([CH3:17])[CH3:16])=[O:13])[CH2:9]2)=[N:4][CH:5]=[CH:6][N:7]=1.[NH:19]1[CH2:24][CH2:23][O:22][CH2:21][CH2:20]1. No catalyst specified. The product is [C:15]([O:14][C:12]([N:10]1[CH2:11][CH:8]([C:3]2[C:2]([N:19]3[CH2:24][CH2:23][O:22][CH2:21][CH2:20]3)=[N:7][CH:6]=[CH:5][N:4]=2)[CH2:9]1)=[O:13])([CH3:18])([CH3:17])[CH3:16]. The yield is 0.940. (4) The reactants are [CH3:1][N:2]1[C:10]2[C:5](=[CH:6][C:7]([S:11]([N:14]3C[CH2:17][CH2:16][C@H:15]3[CH2:19][O:20][C:21]3[CH:26]=[CH:25][CH:24]=[CH:23][CH:22]=3)(=[O:13])=[O:12])=[CH:8][CH:9]=2)[C:4](=[O:27])[C:3]1=[O:28].O(C[C@@H]1CCN1S([C:30]1[CH:35]=[C:34]2[C:33](=[CH:32][CH:31]=1)NC(=O)C2=O)(=O)=O)[C:30]1[CH:35]=[CH:34][CH:33]=[CH:32][CH:31]=1.C(Br)C1C=CC=CC=1. No catalyst specified. The product is [CH2:1]([N:2]1[C:10]2[C:5](=[CH:6][C:7]([S:11]([N:14]3[CH2:17][CH2:16][C@H:15]3[CH2:19][O:20][C:21]3[CH:22]=[CH:23][CH:24]=[CH:25][CH:26]=3)(=[O:13])=[O:12])=[CH:8][CH:9]=2)[C:4](=[O:27])[C:3]1=[O:28])[C:30]1[CH:35]=[CH:34][CH:33]=[CH:32][CH:31]=1. The yield is 0.800.